From a dataset of Reaction yield outcomes from USPTO patents with 853,638 reactions. Predict the reaction yield, written as a fraction of the theoretical maximum amount of product (1.0 means a 100% yield; for example, 0.34 means a 34% yield). The reactants are F[C:2]1[CH:7]=[CH:6][C:5]([N+:8]([O-:10])=[O:9])=[C:4]([O:11][CH3:12])[CH:3]=1.[CH3:13][C:14]1([CH3:21])[C:19](=[O:20])[CH2:18][CH2:17][NH:16][CH2:15]1.C(=O)([O-])[O-].[K+].[K+]. The catalyst is CN(C=O)C. The product is [CH3:12][O:11][C:4]1[CH:3]=[C:2]([N:16]2[CH2:17][CH2:18][C:19](=[O:20])[C:14]([CH3:21])([CH3:13])[CH2:15]2)[CH:7]=[CH:6][C:5]=1[N+:8]([O-:10])=[O:9]. The yield is 0.436.